From a dataset of Reaction yield outcomes from USPTO patents with 853,638 reactions. Predict the reaction yield, written as a fraction of the theoretical maximum amount of product (1.0 means a 100% yield; for example, 0.34 means a 34% yield). (1) The reactants are [N+:1]([C:4]1[CH:5]=[C:6]2[C:10](=[CH:11][CH:12]=1)[CH2:9][CH:8]([OH:13])[CH2:7]2)([O-:3])=[O:2].[C:14]([O-])([O-])=O.[K+].[K+]. No catalyst specified. The product is [CH3:14][O:13][CH:8]1[CH2:7][C:6]2[C:10](=[CH:11][CH:12]=[C:4]([N+:1]([O-:3])=[O:2])[CH:5]=2)[CH2:9]1. The yield is 0.740. (2) The reactants are [F:1][C:2]1[CH:7]=[CH:6][CH:5]=[CH:4][C:3]=1[N+:8]([O-:10])=[O:9].OS(C(F)(F)F)(=O)=O.[I:19]N1C(=O)CCC1=O. No catalyst specified. The product is [F:1][C:2]1[CH:7]=[CH:6][C:5]([I:19])=[CH:4][C:3]=1[N+:8]([O-:10])=[O:9]. The yield is 0.660. (3) The reactants are [H-].[Na+].[CH3:3][C:4]1[NH:5][C:6]2[C:11]([C:12]=1[C:13]([O:15][C:16]([CH3:19])([CH3:18])[CH3:17])=[O:14])=[CH:10][CH:9]=[CH:8][CH:7]=2.[C:20](Cl)(=[O:27])[C:21]1[CH:26]=[CH:25][CH:24]=[CH:23][CH:22]=1. The catalyst is O1CCCC1. The product is [C:20]([N:5]1[C:6]2[C:11](=[CH:10][CH:9]=[CH:8][CH:7]=2)[C:12]([C:13]([O:15][C:16]([CH3:19])([CH3:18])[CH3:17])=[O:14])=[C:4]1[CH3:3])(=[O:27])[C:21]1[CH:26]=[CH:25][CH:24]=[CH:23][CH:22]=1. The yield is 0.880. (4) The reactants are [C:1]([NH:4][C:5]1[CH:13]=[CH:12][C:8]([C:9]([OH:11])=O)=[CH:7][CH:6]=1)(=[O:3])[CH3:2].CN(C(ON1N=NC2C=CC=NC1=2)=[N+](C)C)C.F[P-](F)(F)(F)(F)F.[NH2:38][CH2:39][CH:40]([OH:52])[CH2:41][N:42]1[CH2:51][CH2:50][C:49]2[C:44](=[CH:45][CH:46]=[CH:47][CH:48]=2)[CH2:43]1. The catalyst is C(Cl)Cl.O. The product is [C:1]([NH:4][C:5]1[CH:6]=[CH:7][C:8]([C:9]([NH:38][CH2:39][CH:40]([OH:52])[CH2:41][N:42]2[CH2:51][CH2:50][C:49]3[C:44](=[CH:45][CH:46]=[CH:47][CH:48]=3)[CH2:43]2)=[O:11])=[CH:12][CH:13]=1)(=[O:3])[CH3:2]. The yield is 0.240. (5) The reactants are [Si]([O:8][CH2:9][CH2:10][N:11]([CH:37]([CH3:39])[CH3:38])[C:12]([C:14]1[NH:15][C:16]([CH2:29][C:30]2[CH:35]=[CH:34][CH:33]=[CH:32][C:31]=2[Br:36])=[N:17][C:18](=[O:28])[C:19]=1[O:20][CH2:21][C:22]1[CH:27]=[CH:26][CH:25]=[CH:24][CH:23]=1)=[O:13])(C(C)(C)C)(C)C.Cl. The catalyst is O1CCCC1. The product is [OH:8][CH2:9][CH2:10][N:11]([CH:37]([CH3:39])[CH3:38])[C:12]([C:14]1[NH:15][C:16]([CH2:29][C:30]2[CH:35]=[CH:34][CH:33]=[CH:32][C:31]=2[Br:36])=[N:17][C:18](=[O:28])[C:19]=1[O:20][CH2:21][C:22]1[CH:27]=[CH:26][CH:25]=[CH:24][CH:23]=1)=[O:13]. The yield is 0.344.